Dataset: Full USPTO retrosynthesis dataset with 1.9M reactions from patents (1976-2016). Task: Predict the reactants needed to synthesize the given product. (1) Given the product [Cl:40][CH2:41][C:42]([NH:1][C:2]1[CH:7]=[CH:6][C:5]([NH:8][C:9](=[O:28])[NH:10][C:11]2[CH:27]=[CH:26][C:14]([O:15][C:16]3[CH:21]=[CH:20][N:19]=[C:18]([C:22]([NH:24][CH3:25])=[O:23])[CH:17]=3)=[CH:13][CH:12]=2)=[CH:4][C:3]=1[C:29]([F:32])([F:30])[F:31])=[O:43], predict the reactants needed to synthesize it. The reactants are: [NH2:1][C:2]1[CH:7]=[CH:6][C:5]([NH:8][C:9](=[O:28])[NH:10][C:11]2[CH:27]=[CH:26][C:14]([O:15][C:16]3[CH:21]=[CH:20][N:19]=[C:18]([C:22]([NH:24][CH3:25])=[O:23])[CH:17]=3)=[CH:13][CH:12]=2)=[CH:4][C:3]=1[C:29]([F:32])([F:31])[F:30].CCN(CC)CC.[Cl:40][CH2:41][C:42](Cl)=[O:43]. (2) Given the product [Cl:31][C:32]1[CH:37]=[CH:36][C:35]([NH:38][C:39](=[O:62])[NH:40][C:41]2[CH:42]=[CH:43][C:44]([C:47]3[S:51][C:50]([CH:52]4[CH2:53][CH2:54][CH:55]([C:58]([OH:60])=[O:59])[CH2:56][CH2:57]4)=[N:49][CH:48]=3)=[CH:45][CH:46]=2)=[C:34]([C:63]([F:64])([F:66])[F:65])[CH:33]=1, predict the reactants needed to synthesize it. The reactants are: FC(F)(F)C1C=C(NC(=O)NC2C=CC(C3SC(CCC(O)=O)=NC=3)=CC=2)C=CC=1.[Cl:31][C:32]1[CH:37]=[CH:36][C:35]([NH:38][C:39](=[O:62])[NH:40][C:41]2[CH:46]=[CH:45][C:44]([C:47]3[S:51][C:50]([CH:52]4[CH2:57][CH2:56][CH:55]([C:58]([O:60]C)=[O:59])[CH2:54][CH2:53]4)=[N:49][CH:48]=3)=[CH:43][CH:42]=2)=[C:34]([C:63]([F:66])([F:65])[F:64])[CH:33]=1. (3) Given the product [F:28][C:24]1[N:23]=[C:22]([NH:21][C:18]([C:16]2[C:15]3[C:10](=[CH:11][CH:12]=[CH:13][CH:14]=3)[N:9]=[C:8]([C:5]3[CH:4]=[CH:3][C:2]([Cl:1])=[CH:7][CH:6]=3)[CH:17]=2)=[O:20])[CH:27]=[CH:26][CH:25]=1, predict the reactants needed to synthesize it. The reactants are: [Cl:1][C:2]1[CH:7]=[CH:6][C:5]([C:8]2[CH:17]=[C:16]([C:18]([OH:20])=O)[C:15]3[C:10](=[CH:11][CH:12]=[CH:13][CH:14]=3)[N:9]=2)=[CH:4][CH:3]=1.[NH2:21][C:22]1[CH:27]=[CH:26][CH:25]=[C:24]([F:28])[N:23]=1.C(N(CC)CC)C.CCCP1(OP(CCC)(=O)OP(CCC)(=O)O1)=O. (4) Given the product [CH3:1][O:2][C:3](=[O:13])[CH2:4][C:5]1[CH:10]=[CH:9][C:8]([C:81]2[CH:82]=[CH:83][C:78]([C:53]([CH2:54][CH3:55])([C:56]3[CH:61]=[CH:60][C:59]([C:62]#[C:63][C:64]([O:73][CH2:74][O:75][CH3:76])([C:69]([F:72])([F:71])[F:70])[C:65]([F:68])([F:67])[F:66])=[C:58]([CH3:77])[CH:57]=3)[CH2:51][CH3:52])=[CH:79][C:80]=2[CH3:93])=[CH:7][C:6]=1[F:12], predict the reactants needed to synthesize it. The reactants are: [CH3:1][O:2][C:3](=[O:13])[CH2:4][C:5]1[CH:10]=[CH:9][C:8](Cl)=[CH:7][C:6]=1[F:12].C1(P(C2CCCCC2)C2C=CC=CC=2C2C(OC)=CC=CC=2OC)CCCCC1.P([O-])([O-])([O-])=O.[K+].[K+].[K+].[CH2:51]([C:53]([C:78]1[CH:83]=[CH:82][C:81](B2OC(C)(C)C(C)(C)O2)=[C:80]([CH3:93])[CH:79]=1)([C:56]1[CH:61]=[CH:60][C:59]([C:62]#[C:63][C:64]([O:73][CH2:74][O:75][CH3:76])([C:69]([F:72])([F:71])[F:70])[C:65]([F:68])([F:67])[F:66])=[C:58]([CH3:77])[CH:57]=1)[CH2:54][CH3:55])[CH3:52].C(=O)(O)[O-].[Na+]. (5) Given the product [CH3:23][C:19]1([CH3:24])[CH2:18][C:17]2([CH2:25][CH2:26][CH2:27][N:15]([CH:12]3[CH2:11][CH2:10][N:9]([C:7]([C:6]4[C:5]([CH3:28])=[C:4]([CH3:29])[S:3][C:2]=4[NH:1][C:33]([NH:32][CH2:30][CH3:31])=[O:34])=[O:8])[CH2:14][CH2:13]3)[CH2:16]2)[C:21](=[O:22])[O:20]1, predict the reactants needed to synthesize it. The reactants are: [NH2:1][C:2]1[S:3][C:4]([CH3:29])=[C:5]([CH3:28])[C:6]=1[C:7]([N:9]1[CH2:14][CH2:13][CH:12]([N:15]2[CH2:27][CH2:26][CH2:25][C:17]3([C:21](=[O:22])[O:20][C:19]([CH3:24])([CH3:23])[CH2:18]3)[CH2:16]2)[CH2:11][CH2:10]1)=[O:8].[CH2:30]([N:32]=[C:33]=[O:34])[CH3:31].C(OC(C)C)(C)C. (6) Given the product [CH3:1][C@@H:2]1[O:7][C@@H:6]([O:8][CH2:9][C@H:10]2[O:15][C@@H:14]([O:16][C:17]3[CH:18]=[C:19]([OH:37])[C:20]4[C:26](=[O:27])[CH:25]=[C:24]([C:28]5[CH:29]=[CH:30][C:31]([O:35][CH3:36])=[C:32]([OH:34])[CH:33]=5)[O:23][C:21]=4[CH:22]=3)[C@H:13]([OH:38])[C@@H:12]([OH:39])[C@@H:11]2[OH:40])[C@H:5]([OH:41])[C@H:4]([OH:42])[C@H:3]1[OH:43].[Pd:46], predict the reactants needed to synthesize it. The reactants are: [CH3:1][C@@H:2]1[O:7][C@@H:6]([O:8][CH2:9][C@H:10]2[O:15][C@@H:14]([O:16][C:17]3[CH:18]=[C:19]([OH:37])[C:20]4[C:26](=[O:27])[CH:25]=[C:24]([C:28]5[CH:29]=[CH:30][C:31]([O:35][CH3:36])=[C:32]([OH:34])[CH:33]=5)[O:23][C:21]=4[CH:22]=3)[C@H:13]([OH:38])[C@@H:12]([OH:39])[C@@H:11]2[OH:40])[C@H:5]([OH:41])[C@H:4]([OH:42])[C@H:3]1[OH:43].[BH4-].[Na+].[Pd:46]. (7) Given the product [Cl:1][C:2]1[N:24]=[C:5]2[C:6]([N:10]([CH2:11][C:12]3[CH:17]=[CH:16][CH:15]=[CH:14][C:13]=3[N:18]([CH3:23])[S:19]([CH3:22])(=[O:21])=[O:20])[CH3:25])=[CH:7][CH:8]=[CH:9][N:4]2[N:3]=1, predict the reactants needed to synthesize it. The reactants are: [Cl:1][C:2]1[N:24]=[C:5]2[C:6]([NH:10][CH2:11][C:12]3[CH:17]=[CH:16][CH:15]=[CH:14][C:13]=3[N:18]([CH3:23])[S:19]([CH3:22])(=[O:21])=[O:20])=[CH:7][CH:8]=[CH:9][N:4]2[N:3]=1.[C:25](#N)C.[H-].[Na+]. (8) Given the product [CH2:1]([O:3][C:4]([C:6]1[O:14][C:9]2=[N:10][C:22]([Cl:25])=[CH:12][CH:13]=[C:8]2[C:7]=1[OH:15])=[O:5])[CH3:2], predict the reactants needed to synthesize it. The reactants are: [CH2:1]([O:3][C:4]([C:6]1[O:14][C:9]2[N:10]=N[CH:12]=[CH:13][C:8]=2[C:7]=1[OH:15])=[O:5])[CH3:2].COC(=O)C1C=C[C:22]([Cl:25])=NC=1Cl.